Task: Predict the product of the given reaction.. Dataset: Forward reaction prediction with 1.9M reactions from USPTO patents (1976-2016) (1) Given the reactants [Cl:1][C:2]1[C:3]([CH:12]([CH2:22][CH3:23])[CH2:13][NH:14]C(=O)OC(C)(C)C)=[N:4][CH:5]=[C:6]([C:8]([F:11])([F:10])[F:9])[CH:7]=1.FC(F)(F)C(O)=O, predict the reaction product. The product is: [ClH:1].[Cl:1][C:2]1[C:3]([CH:12]([CH2:22][CH3:23])[CH2:13][NH2:14])=[N:4][CH:5]=[C:6]([C:8]([F:11])([F:9])[F:10])[CH:7]=1. (2) Given the reactants Br[C:2]1[CH:3]=[C:4]2[C:9](=[CH:10][CH:11]=1)[CH:8]=[C:7]([OH:12])[CH:6]=[CH:5]2.[CH2:13]([C:16]1[CH:21]=[CH:20][C:19](OB(O)O)=[CH:18][CH:17]=1)[CH2:14][CH3:15].C(C1C=CC(Br)=CC=1)CC.B(OC)(OC)OC.Cl.C(=O)([O-])[O-].[K+].[K+], predict the reaction product. The product is: [CH2:13]([C:16]1[CH:21]=[CH:20][C:19]([C:2]2[CH:3]=[C:4]3[C:9](=[CH:10][CH:11]=2)[CH:8]=[C:7]([OH:12])[CH:6]=[CH:5]3)=[CH:18][CH:17]=1)[CH2:14][CH3:15]. (3) Given the reactants [OH:1][B:2]1[CH:7]([NH:8][C:9](=[O:17])[CH2:10][CH2:11][NH:12][S:13]([CH3:16])(=[O:15])=[O:14])[CH2:6][C:5]2[CH:18]=[CH:19][CH:20]=[C:21]([C:22]([OH:24])=[O:23])[C:4]=2[O:3]1.[CH2:25](O)[CH3:26], predict the reaction product. The product is: [CH2:25]([O:23][C:22]([C:21]1[C:4]2[O:3][B:2]([OH:1])[CH:7]([NH:8][C:9](=[O:17])[CH2:10][CH2:11][NH:12][S:13]([CH3:16])(=[O:15])=[O:14])[CH2:6][C:5]=2[CH:18]=[CH:19][CH:20]=1)=[O:24])[CH3:26]. (4) Given the reactants [C:12]([O:11][C:9](O[C:9]([O:11][C:12]([CH3:15])([CH3:14])[CH3:13])=[O:10])=[O:10])([CH3:15])([CH3:14])[CH3:13].[NH2:16][C@H:17]1[CH2:22][CH2:21][C@H:20]([NH2:23])[CH2:19][CH2:18]1, predict the reaction product. The product is: [NH2:16][C@H:17]1[CH2:22][CH2:21][C@H:20]([NH:23][C:9](=[O:10])[O:11][C:12]([CH3:13])([CH3:14])[CH3:15])[CH2:19][CH2:18]1. (5) The product is: [CH:1]1([CH2:4][NH:5][C@:6]23[CH2:41][CH2:40][C@@H:39]([C:42]([CH3:44])=[CH2:43])[C@@H:7]2[C@@H:8]2[C@@:21]([CH3:24])([CH2:22][CH2:23]3)[C@@:20]3([CH3:25])[C@@H:11]([C@:12]4([CH3:38])[C@@H:17]([CH2:18][CH2:19]3)[C:16]([CH3:26])([CH3:27])[C:15]([C:28]3[CH:37]=[CH:36][C:31]([C:32]([OH:34])=[O:33])=[CH:30][CH:29]=3)=[CH:14][CH2:13]4)[CH2:10][CH2:9]2)[CH2:3][CH2:2]1. Given the reactants [CH:1]1([CH2:4][NH:5][C@:6]23[CH2:41][CH2:40][C@@H:39]([C:42]([CH3:44])=[CH2:43])[C@@H:7]2[C@@H:8]2[C@@:21]([CH3:24])([CH2:22][CH2:23]3)[C@@:20]3([CH3:25])[C@@H:11]([C@:12]4([CH3:38])[C@@H:17]([CH2:18][CH2:19]3)[C:16]([CH3:27])([CH3:26])[C:15]([C:28]3[CH:37]=[CH:36][C:31]([C:32]([O:34]C)=[O:33])=[CH:30][CH:29]=3)=[CH:14][CH2:13]4)[CH2:10][CH2:9]2)[CH2:3][CH2:2]1.[OH-].[Na+], predict the reaction product. (6) The product is: [CH3:1][N:2]1[C:6]2[C:5](=[N:7][C:9]3[CH2:14][CH2:13][CH2:12][CH2:11][C:10]=3[C:15]=2[OH:16])[CH:4]=[N:3]1. Given the reactants [CH3:1][N:2]1[CH:6]=[C:5]([NH2:7])[CH:4]=[N:3]1.O=[C:9]1[CH2:14][CH2:13][CH2:12][CH2:11][CH:10]1[C:15]([O-])=[O:16], predict the reaction product.